Dataset: Catalyst prediction with 721,799 reactions and 888 catalyst types from USPTO. Task: Predict which catalyst facilitates the given reaction. (1) Reactant: [CH2:1]([N:3]1[CH2:8][CH2:7][NH:6][CH2:5][CH2:4]1)[CH3:2].[CH2:9]([O:11][C:12]1[CH:17]=[CH:16][C:15]([S:18](Cl)(=[O:20])=[O:19])=[CH:14][C:13]=1[C:22]1[NH:27][C:26](=[O:28])[N:25]2[C:29]([CH3:35])=[N:30][C:31]([CH2:32][CH2:33][CH3:34])=[C:24]2[N:23]=1)[CH3:10]. Product: [CH2:9]([O:11][C:12]1[CH:17]=[CH:16][C:15]([S:18]([N:6]2[CH2:7][CH2:8][N:3]([CH2:1][CH3:2])[CH2:4][CH2:5]2)(=[O:20])=[O:19])=[CH:14][C:13]=1[C:22]1[NH:27][C:26](=[O:28])[N:25]2[C:29]([CH3:35])=[N:30][C:31]([CH2:32][CH2:33][CH3:34])=[C:24]2[N:23]=1)[CH3:10]. The catalyst class is: 4. (2) Reactant: [N+:1]([C:4]1[CH:9]=[CH:8][C:7]([NH2:10])=[C:6]([S:11][C:12]#[N:13])[C:5]=1[NH2:14])([O-])=O.O.O.[Sn](Cl)(Cl)(Cl)Cl. Product: [S:11]1[C:6]2=[C:7]([NH2:10])[CH:8]=[CH:9][C:4]([NH2:1])=[C:5]2[N:14]=[C:12]1[NH2:13]. The catalyst class is: 33. (3) Reactant: [Cl:1][C:2]1[CH:11]=[C:10]2[C:5]([CH:6]=[CH:7][N:8]=[C:9]2[O:12][CH3:13])=[CH:4][C:3]=1F.CC(N(C)C)=[O:17]. Product: [Cl:1][C:2]1[CH:11]=[C:10]2[C:5]([CH:6]=[CH:7][N:8]=[C:9]2[O:12][CH3:13])=[CH:4][C:3]=1[OH:17]. The catalyst class is: 6. (4) Reactant: [OH:1][C:2]1[CH:3]=[N:4][C:5]([C:8]2[CH:9]=[C:10]([CH:14]([C:16]3[C:21](=[O:22])[CH:20]=[CH:19][N:18]([C:23]4[CH:24]=[N:25][N:26]([CH3:28])[CH:27]=4)[N:17]=3)[CH3:15])[CH:11]=[CH:12][CH:13]=2)=[N:6][CH:7]=1.C([O-])([O-])=O.[K+].[K+].[CH3:35][C:36]1([O:39][CH2:38]1)[CH3:37].[NH4+].[Cl-]. Product: [OH:39][C:36]([CH3:38])([CH3:37])[CH2:35][O:1][C:2]1[CH:3]=[N:4][C:5]([C:8]2[CH:9]=[C:10]([CH:14]([C:16]3[C:21](=[O:22])[CH:20]=[CH:19][N:18]([C:23]4[CH:24]=[N:25][N:26]([CH3:28])[CH:27]=4)[N:17]=3)[CH3:15])[CH:11]=[CH:12][CH:13]=2)=[N:6][CH:7]=1. The catalyst class is: 3.